Dataset: Full USPTO retrosynthesis dataset with 1.9M reactions from patents (1976-2016). Task: Predict the reactants needed to synthesize the given product. (1) Given the product [Br:1][C:2]1[CH:3]=[C:4]2[C:9](=[CH:10][CH:11]=1)[N:8]=[CH:7][C:6]([C:12]([CH:14]1[CH2:16][CH2:15]1)=[O:13])=[C:5]2[NH:31][C:28]1[CH:29]=[N:30][C:25]([N:22]2[CH2:23][CH2:24][CH:20]([N:19]([CH3:32])[CH3:18])[CH2:21]2)=[CH:26][CH:27]=1, predict the reactants needed to synthesize it. The reactants are: [Br:1][C:2]1[CH:3]=[C:4]2[C:9](=[CH:10][CH:11]=1)[N:8]=[CH:7][C:6]([C:12]([CH:14]1[CH2:16][CH2:15]1)=[O:13])=[C:5]2Cl.[CH3:18][N:19]([CH3:32])[CH:20]1[CH2:24][CH2:23][N:22]([C:25]2[N:30]=[CH:29][C:28]([NH2:31])=[CH:27][CH:26]=2)[CH2:21]1. (2) The reactants are: [F:1][C:2]([F:9])([F:8])[C:3]1[CH:7]=[CH:6][NH:5][N:4]=1.[H-].[Na+].F[C:13]1[CH:14]=[C:15]([CH:18]=[C:19]([O:21][C:22]2[N:26]([CH3:27])[N:25]=[C:24]([C:28]([F:31])([F:30])[F:29])[CH:23]=2)[CH:20]=1)[C:16]#[N:17].O. Given the product [CH3:27][N:26]1[C:22]([O:21][C:19]2[CH:18]=[C:15]([CH:14]=[C:13]([N:5]3[CH:6]=[CH:7][C:3]([C:2]([F:9])([F:8])[F:1])=[N:4]3)[CH:20]=2)[C:16]#[N:17])=[CH:23][C:24]([C:28]([F:31])([F:30])[F:29])=[N:25]1, predict the reactants needed to synthesize it. (3) Given the product [CH:2]1([OH:1])[C:3]2[C:4](=[CH:5][CH:6]=[CH:7][CH:8]=2)[CH2:9][CH2:10][O:11]1, predict the reactants needed to synthesize it. The reactants are: [OH:1][CH2:2][C:3]1[CH:8]=[CH:7][CH:6]=[CH:5][C:4]=1[CH2:9][CH2:10][OH:11]. (4) Given the product [OH:5][CH:4]([C:3]1[C:6]([N+:10]([O-:12])=[O:11])=[CH:7][CH:8]=[CH:9][C:2]=1[OH:1])[CH3:13], predict the reactants needed to synthesize it. The reactants are: [OH:1][C:2]1[CH:9]=[CH:8][CH:7]=[C:6]([N+:10]([O-:12])=[O:11])[C:3]=1[CH:4]=[O:5].[CH3:13][Al](C)C.Cl. (5) Given the product [OH:8][CH2:7][CH2:6][C:5]1[CH:9]=[CH:10][C:2]([B:22]([OH:27])[OH:23])=[CH:3][CH:4]=1, predict the reactants needed to synthesize it. The reactants are: Br[C:2]1[CH:10]=[CH:9][C:5]([CH2:6][CH2:7][OH:8])=[CH:4][CH:3]=1.[Li]CCCC.CCCCCC.[B:22](OC(C)C)([O:27]C(C)C)[O:23]C(C)C.Cl. (6) Given the product [C:19]([O:18][C:16]([N:13]1[CH2:14][CH2:15][N:10]([CH:8]([C:5]2[CH:4]=[C:3]([B:34]([OH:39])[OH:35])[C:2]([F:1])=[N:7][CH:6]=2)[CH3:9])[C@H:11]([CH3:23])[CH2:12]1)=[O:17])([CH3:21])([CH3:20])[CH3:22], predict the reactants needed to synthesize it. The reactants are: [F:1][C:2]1[N:7]=[CH:6][C:5]([CH:8]([N:10]2[CH2:15][CH2:14][N:13]([C:16]([O:18][C:19]([CH3:22])([CH3:21])[CH3:20])=[O:17])[CH2:12][C@H:11]2[CH3:23])[CH3:9])=[CH:4][CH:3]=1.O1CCCC1.C([Li])CCC.[B:34](OC(C)C)([O:39]C(C)C)[O:35]C(C)C.[OH-].[Na+]. (7) Given the product [Br:19][C:20]1[N:28]([CH2:29][CH:30]=[C:31]([CH3:32])[CH3:33])[C:27]2[C:26](=[O:34])[N:25]([CH2:8][C:9]([C:11]3[CH:16]=[CH:15][CH:14]=[C:13]([O:17][CH3:18])[CH:12]=3)=[O:10])[CH:24]=[N:23][C:22]=2[C:21]=1[C:35]#[N:36], predict the reactants needed to synthesize it. The reactants are: C(=O)([O-])[O-].[K+].[K+].Br[CH2:8][C:9]([C:11]1[CH:16]=[CH:15][CH:14]=[C:13]([O:17][CH3:18])[CH:12]=1)=[O:10].[Br:19][C:20]1[N:28]([CH2:29][CH:30]=[C:31]([CH3:33])[CH3:32])[C:27]2[C:26](=[O:34])[NH:25][CH:24]=[N:23][C:22]=2[C:21]=1[C:35]#[N:36]. (8) Given the product [CH3:1][O:2][C:3]1[CH:8]=[CH:7][CH:6]=[CH:5][C:4]=1[N:9]1[CH2:10][CH2:11][C:12]([C:15]([C:32]2[CH:37]=[CH:36][CH:35]=[CH:34][CH:33]=2)=[O:17])([C:18]2[CH:23]=[CH:22][CH:21]=[C:20]([O:24][CH3:25])[CH:19]=2)[CH2:13][CH2:14]1, predict the reactants needed to synthesize it. The reactants are: [CH3:1][O:2][C:3]1[CH:8]=[CH:7][CH:6]=[CH:5][C:4]=1[N:9]1[CH2:14][CH2:13][C:12]([C:18]2[CH:23]=[CH:22][CH:21]=[C:20]([O:24][CH3:25])[CH:19]=2)([C:15]([OH:17])=O)[CH2:11][CH2:10]1.C(Cl)(=O)C(Cl)=O.[CH2:32]1[CH2:37][CH2:36][CH2:35][CH2:34][CH2:33]1.C(OCC)C.[Cl-].[NH4+].